Dataset: Retrosynthesis with 50K atom-mapped reactions and 10 reaction types from USPTO. Task: Predict the reactants needed to synthesize the given product. Given the product Cc1ccc(S(=O)(=O)NC(C)(C)C(C)C)cc1, predict the reactants needed to synthesize it. The reactants are: CC(C)C(C)(C)N.Cc1ccc(S(=O)(=O)Cl)cc1.